The task is: Predict which catalyst facilitates the given reaction.. This data is from Catalyst prediction with 721,799 reactions and 888 catalyst types from USPTO. (1) Reactant: C[Si](C)(C)[C:3]1[CH:10]=[CH:9][C:6](C=O)=[C:5]([C:11]#[CH:12])[CH:4]=1.[C:15](=[O:18])([O-])[O-].[Na+].[Na+]. Product: [C:11]([C:5]1[CH:6]=[CH:9][C:10]([CH:15]=[O:18])=[CH:3][CH:4]=1)#[CH:12]. The catalyst class is: 5. (2) Reactant: [NH:1]1[CH2:4][CH:3]([NH:5][C:6](=[O:12])[O:7][C:8]([CH3:11])([CH3:10])[CH3:9])[CH2:2]1.[F:13][C:14]([F:29])([F:28])[C:15]1[CH:20]=[CH:19][C:18]([N:21]2[CH:25]=[CH:24][C:23]([CH:26]=O)=[CH:22]2)=[CH:17][CH:16]=1. Product: [C:8]([O:7][C:6](=[O:12])[NH:5][CH:3]1[CH2:4][N:1]([CH2:26][C:23]2[CH:24]=[CH:25][N:21]([C:18]3[CH:19]=[CH:20][C:15]([C:14]([F:29])([F:13])[F:28])=[CH:16][CH:17]=3)[CH:22]=2)[CH2:2]1)([CH3:9])([CH3:11])[CH3:10]. The catalyst class is: 2. (3) Reactant: C(=O)([O-])[O-].[Na+].[Na+].[CH3:7][O:8][CH2:9][C:10]1[C:18]2[N:17]=[C:16]([C:19]3[C:27]4[C:22](=[N:23][CH:24]=[C:25](B5OC(C)(C)C(C)(C)O5)[CH:26]=4)[N:21]([CH2:37][O:38][CH2:39][CH2:40][Si:41]([CH3:44])([CH3:43])[CH3:42])[N:20]=3)[N:15]([CH2:45][O:46][CH2:47][CH2:48][Si:49]([CH3:52])([CH3:51])[CH3:50])[C:14]=2[CH:13]=[CH:12][CH:11]=1.Br[C:54]1[CH:55]=[N:56][CH:57]=[CH:58][C:59]=1[CH3:60].O. Product: [CH3:7][O:8][CH2:9][C:10]1[C:18]2[N:17]=[C:16]([C:19]3[C:27]4[C:22](=[N:23][CH:24]=[C:25]([C:54]5[CH:55]=[N:56][CH:57]=[CH:58][C:59]=5[CH3:60])[CH:26]=4)[N:21]([CH2:37][O:38][CH2:39][CH2:40][Si:41]([CH3:44])([CH3:42])[CH3:43])[N:20]=3)[N:15]([CH2:45][O:46][CH2:47][CH2:48][Si:49]([CH3:51])([CH3:52])[CH3:50])[C:14]=2[CH:13]=[CH:12][CH:11]=1. The catalyst class is: 77.